This data is from Reaction yield outcomes from USPTO patents with 853,638 reactions. The task is: Predict the reaction yield, written as a fraction of the theoretical maximum amount of product (1.0 means a 100% yield; for example, 0.34 means a 34% yield). (1) The reactants are [F:1][C:2]1[CH:20]=[C:19]([S:21]([CH3:24])(=[O:23])=[O:22])[C:18]([F:25])=[CH:17][C:3]=1[O:4][C@H:5]1[CH2:9][CH2:8][N:7]([CH:10]2[CH2:15][CH2:14][NH:13][CH2:12][CH2:11]2)[C:6]1=[O:16].C(=O)([O-])[O-].[K+].[K+].[N:32]#[C:33]Br. The catalyst is C(#N)C. The product is [F:1][C:2]1[CH:20]=[C:19]([S:21]([CH3:24])(=[O:23])=[O:22])[C:18]([F:25])=[CH:17][C:3]=1[O:4][C@H:5]1[CH2:9][CH2:8][N:7]([CH:10]2[CH2:15][CH2:14][N:13]([C:33]#[N:32])[CH2:12][CH2:11]2)[C:6]1=[O:16]. The yield is 0.970. (2) The reactants are C([O:3][C:4]([C:6]1[N:7]2[CH2:20][C:19](=[O:21])[CH2:18][NH:17][C:9]3[CH:10]=[CH:11][C:12]([CH2:15][CH3:16])=[C:13]([CH:14]=1)[C:8]2=3)=[O:5])C.[OH-].[Na+]. The catalyst is CCO. The product is [CH2:15]([C:12]1[CH:11]=[CH:10][C:9]2[NH:17][CH2:18][C:19](=[O:21])[CH2:20][N:7]3[C:8]=2[C:13]=1[CH:14]=[C:6]3[C:4]([OH:5])=[O:3])[CH3:16]. The yield is 0.570. (3) The reactants are Br[CH2:2][C:3](=[CH2:7])[C:4]([OH:6])=[O:5].[CH2:8]([SH:15])[C:9]1[CH:14]=[CH:13][CH:12]=[CH:11][CH:10]=1.[OH-].[Na+]. The catalyst is CO. The product is [CH2:8]([S:15][CH2:2][C:3](=[CH2:7])[C:4]([OH:6])=[O:5])[C:9]1[CH:14]=[CH:13][CH:12]=[CH:11][CH:10]=1. The yield is 0.890.